This data is from CYP2C19 inhibition data for predicting drug metabolism from PubChem BioAssay. The task is: Regression/Classification. Given a drug SMILES string, predict its absorption, distribution, metabolism, or excretion properties. Task type varies by dataset: regression for continuous measurements (e.g., permeability, clearance, half-life) or binary classification for categorical outcomes (e.g., BBB penetration, CYP inhibition). Dataset: cyp2c19_veith. (1) The molecule is S=c1[nH]nc(CSCc2ccccc2Cl)n1-c1ccccc1. The result is 1 (inhibitor). (2) The compound is CC(=O)N1CCC2(CCCN(c3ccccc3)C2)CC1. The result is 1 (inhibitor).